This data is from Forward reaction prediction with 1.9M reactions from USPTO patents (1976-2016). The task is: Predict the product of the given reaction. (1) Given the reactants Br[C:2]1[CH:3]=[CH:4][C:5]2[N:9]=[CH:8][N:7]([C:10]3[CH:15]=[CH:14][C:13]([F:16])=[CH:12][CH:11]=3)[C:6]=2[CH:17]=1.[F:18][C:19]1[CH:24]=[CH:23][C:22]([N:25]2[C:29](B(O)O)=[CH:28][CH:27]=[N:26]2)=[CH:21][CH:20]=1, predict the reaction product. The product is: [F:16][C:13]1[CH:14]=[CH:15][C:10]([N:7]2[C:6]3[CH:17]=[C:2]([C:29]4[N:25]([C:22]5[CH:23]=[CH:24][C:19]([F:18])=[CH:20][CH:21]=5)[N:26]=[CH:27][CH:28]=4)[CH:3]=[CH:4][C:5]=3[N:9]=[CH:8]2)=[CH:11][CH:12]=1. (2) Given the reactants O[C:2]1[CH:9]=[CH:8][C:7]([N+:10]([O-:12])=[O:11])=[CH:6][C:3]=1[CH:4]=O.[C:13](=[O:16])([O-])[O-:14].[K+].[K+].ClC[C:21](OC)=[O:22].[OH-].[K+].Cl, predict the reaction product. The product is: [N+:10]([C:7]1[C:6]2[O:22][C:21]([C:13]([OH:14])=[O:16])=[CH:4][C:3]=2[CH:2]=[CH:9][CH:8]=1)([O-:12])=[O:11]. (3) Given the reactants [F:1][C:2]([C:5]1[CH:6]=[C:7]([CH:11]=[CH:12][N:13]=1)[C:8]([OH:10])=O)([CH3:4])[CH3:3].Cl.C(N=C=NCCCN(C)C)C.O.N1(O)C2C=CC=CC=2N=N1.[CH3:37][C:38]1[N:43]=[CH:42][C:41]([NH2:44])=[CH:40][C:39]=1[C:45]1[CH:50]=[C:49]([N:51]2[CH2:56][CH2:55][O:54][CH2:53][CH2:52]2)[N:48]2[N:57]=[CH:58][CH:59]=[C:47]2[N:46]=1, predict the reaction product. The product is: [F:1][C:2]([C:5]1[CH:6]=[C:7]([CH:11]=[CH:12][N:13]=1)[C:8]([NH:44][C:41]1[CH:42]=[N:43][C:38]([CH3:37])=[C:39]([C:45]2[CH:50]=[C:49]([N:51]3[CH2:56][CH2:55][O:54][CH2:53][CH2:52]3)[N:48]3[N:57]=[CH:58][CH:59]=[C:47]3[N:46]=2)[CH:40]=1)=[O:10])([CH3:3])[CH3:4]. (4) Given the reactants Br[C:2]1[S:3][C:4]([NH:18][C:19]([C:21]2[CH:22]=[N:23][N:24]3[CH:29]=[CH:28][CH:27]=[N:26][C:25]=23)=[O:20])=[C:5]([C:7]2[CH:12]=[C:11]([Cl:13])[CH:10]=[CH:9][C:8]=2[O:14][CH:15]([F:17])[F:16])[N:6]=1.[O:30]1[C:34]2([CH2:39][CH2:38][NH:37][CH2:36][CH2:35]2)[O:33][CH2:32][CH2:31]1, predict the reaction product. The product is: [Cl:13][C:11]1[CH:10]=[CH:9][C:8]([O:14][CH:15]([F:17])[F:16])=[C:7]([C:5]2[N:6]=[C:2]([N:37]3[CH2:38][CH2:39][C:34]4([O:33][CH2:32][CH2:31][O:30]4)[CH2:35][CH2:36]3)[S:3][C:4]=2[NH:18][C:19]([C:21]2[CH:22]=[N:23][N:24]3[CH:29]=[CH:28][CH:27]=[N:26][C:25]=23)=[O:20])[CH:12]=1. (5) Given the reactants [CH:1]([C:3]1[CH:4]=[C:5]([C:9]2[CH:16]=[CH:15][C:12]([C:13]#[N:14])=[CH:11][C:10]=2[O:17][CH3:18])[CH:6]=[N:7][CH:8]=1)=O.[CH2:19]([S:21]([NH2:24])(=[O:23])=[O:22])[CH3:20].[NH4+].[Cl-].[C:27]1([CH3:33])C=CC=C[CH:28]=1, predict the reaction product. The product is: [C:13]([C:12]1[CH:15]=[CH:16][C:9]([C:5]2[CH:4]=[C:3]([CH:1]([CH:33]3[CH2:27][CH2:28]3)[NH:24][S:21]([CH2:19][CH3:20])(=[O:23])=[O:22])[CH:8]=[N:7][CH:6]=2)=[C:10]([O:17][CH3:18])[CH:11]=1)#[N:14]. (6) Given the reactants [CH2:1]([O:4][P:5]([O:11][CH2:12][C:13]1[C:21]([CH3:22])=[CH:20][CH:19]=[CH:18][C:14]=1[C:15](O)=[O:16])([O:7][CH2:8][CH:9]=[CH2:10])=[O:6])[CH:2]=[CH2:3].CN(C)C=O.C(Cl)(=O)C([Cl:31])=O, predict the reaction product. The product is: [CH2:1]([O:4][P:5]([O:11][CH2:12][C:13]1[C:21]([CH3:22])=[CH:20][CH:19]=[CH:18][C:14]=1[C:15]([Cl:31])=[O:16])([O:7][CH2:8][CH:9]=[CH2:10])=[O:6])[CH:2]=[CH2:3]. (7) Given the reactants [C:1]1([C:7]2[N:8]=[CH:9][NH:10][C:11]=2[C:12]([OH:14])=O)[CH:6]=[CH:5][CH:4]=[CH:3][CH:2]=1.[C:15]([C:17]1[CH:18]=[C:19]([N:23]2[CH2:28][CH2:27][NH:26][CH2:25][CH2:24]2)[CH:20]=[CH:21][CH:22]=1)#[N:16].Cl.CN(C)CCCN=C=NCC.O.ON1C2C=CC=CC=2N=N1, predict the reaction product. The product is: [C:15]([C:17]1[CH:18]=[C:19]([N:23]2[CH2:28][CH2:27][N:26]([C:12]([C:11]3[NH:10][CH:9]=[N:8][C:7]=3[C:1]3[CH:2]=[CH:3][CH:4]=[CH:5][CH:6]=3)=[O:14])[CH2:25][CH2:24]2)[CH:20]=[CH:21][CH:22]=1)#[N:16]. (8) Given the reactants [Si]([O:8][CH2:9][C@@:10]1([C:26]#[C:27][Si](CC)(CC)CC)[O:14][C@@H:13]([N:15]2[C:24]3[N:23]=[C:22]([F:25])[N:21]=[C:19]([NH2:20])[C:18]=3[N:17]=[CH:16]2)[CH2:12][CH2:11]1)(C(C)(C)C)(C)C.[F-].C([N+](CCCC)(CCCC)CCCC)CCC.C(O)(=O)C, predict the reaction product. The product is: [C:26]([C@:10]1([CH2:9][OH:8])[O:14][C@@H:13]([N:15]2[C:24]3[N:23]=[C:22]([F:25])[N:21]=[C:19]([NH2:20])[C:18]=3[N:17]=[CH:16]2)[CH2:12][CH2:11]1)#[CH:27]. (9) The product is: [C:1]([O:5][C:6](=[O:24])[N:7]([C:17]1[S:21][N:20]=[C:19]([C:29]2[CH:28]=[CH:27][C:26]([F:25])=[C:31]([F:32])[CH:30]=2)[N:18]=1)[CH2:8][C:9]1[CH:14]=[CH:13][C:12]([O:15][CH3:16])=[CH:11][CH:10]=1)([CH3:4])([CH3:3])[CH3:2]. Given the reactants [C:1]([O:5][C:6](=[O:24])[N:7]([C:17]1[S:21][N:20]=[C:19](SC)[N:18]=1)[CH2:8][C:9]1[CH:14]=[CH:13][C:12]([O:15][CH3:16])=[CH:11][CH:10]=1)([CH3:4])([CH3:3])[CH3:2].[F:25][C:26]1[CH:27]=[C:28](B(O)O)[CH:29]=[CH:30][C:31]=1[F:32], predict the reaction product. (10) Given the reactants CC1(C)C(C)(C)OB([C:9]2[CH:14]=[CH:13][C:12]([C:15]3[CH:20]=[CH:19][C:18]([C:21]4([C:24]([O:26][CH2:27][CH3:28])=[O:25])[CH2:23][CH2:22]4)=[CH:17][CH:16]=3)=[CH:11][CH:10]=2)O1.Br[C:31]1[CH:32]=[N:33][N:34]([CH3:37])[C:35]=1[NH2:36].CC(C1C=C(C(C)C)C(C2C=CC=CC=2P(C2CCCCC2)C2CCCCC2)=C(C(C)C)C=1)C.[O-]P([O-])([O-])=O.[K+].[K+].[K+], predict the reaction product. The product is: [CH2:27]([O:26][C:24]([C:21]1([C:18]2[CH:19]=[CH:20][C:15]([C:12]3[CH:11]=[CH:10][C:9]([C:31]4[CH:32]=[N:33][N:34]([CH3:37])[C:35]=4[NH2:36])=[CH:14][CH:13]=3)=[CH:16][CH:17]=2)[CH2:23][CH2:22]1)=[O:25])[CH3:28].